The task is: Predict the reactants needed to synthesize the given product.. This data is from Full USPTO retrosynthesis dataset with 1.9M reactions from patents (1976-2016). Given the product [F:29][C:30]1[CH:35]=[CH:34][C:33]([O:36][C:2]2[CH:20]=[C:19]([C:21]([F:22])([F:24])[F:23])[CH:18]=[C:17]([C:25]([F:27])([F:28])[F:26])[C:3]=2[C:4]([NH:6][C:7]2[CH:12]=[CH:11][CH:10]=[C:9]([S:13](=[O:15])(=[O:16])[NH2:14])[CH:8]=2)=[O:5])=[C:32]([O:37][CH3:38])[CH:31]=1, predict the reactants needed to synthesize it. The reactants are: F[C:2]1[CH:20]=[C:19]([C:21]([F:24])([F:23])[F:22])[CH:18]=[C:17]([C:25]([F:28])([F:27])[F:26])[C:3]=1[C:4]([NH:6][C:7]1[CH:12]=[CH:11][CH:10]=[C:9]([S:13](=[O:16])(=[O:15])[NH2:14])[CH:8]=1)=[O:5].[F:29][C:30]1[CH:35]=[CH:34][C:33]([OH:36])=[C:32]([O:37][CH3:38])[CH:31]=1.C([O-])([O-])=O.[K+].[K+].